Dataset: Forward reaction prediction with 1.9M reactions from USPTO patents (1976-2016). Task: Predict the product of the given reaction. Given the reactants [F:1][C:2]1([F:33])[O:6][C:5]2[CH:7]=[CH:8][C:9]([C:11]3([C:14]([NH:16][C:17]4[N:18]=[C:19]([C:27]5[CH:32]=[CH:31][CH:30]=[CH:29][CH:28]=5)[C:20]5[C:25]([CH:26]=4)=[CH:24][CH:23]=[CH:22][CH:21]=5)=[O:15])[CH2:13][CH2:12]3)=[CH:10][C:4]=2[O:3]1.BrC1C2C(=CC=CC=2)C=C(NC(C2(C3C=CC4OC(F)(F)OC=4C=3)CC2)=O)N=1.[CH3:62][C:63]1[NH:64]C2C([CH:71]=1)=CC(B(O)O)=CC=2, predict the reaction product. The product is: [F:33][C:2]1([F:1])[O:6][C:5]2[CH:7]=[CH:8][C:9]([C:11]3([C:14]([NH:16][C:17]4[N:18]=[C:19]([C:27]5[CH:28]=[C:29]6[C:30](=[CH:31][CH:32]=5)[NH:64][C:63]([CH3:71])=[CH:62]6)[C:20]5[C:25]([CH:26]=4)=[CH:24][CH:23]=[CH:22][CH:21]=5)=[O:15])[CH2:13][CH2:12]3)=[CH:10][C:4]=2[O:3]1.